From a dataset of Forward reaction prediction with 1.9M reactions from USPTO patents (1976-2016). Predict the product of the given reaction. (1) Given the reactants [OH:1][C:2]1[C:3](=[O:18])[N:4](C)[C:5]2[C:10]([C:11]=1[C:12]([O:14][CH2:15][CH3:16])=[O:13])=[CH:9][CH:8]=[CH:7][CH:6]=2.[CH3:19]C1C=C2C(=CC=1)NC(=O)C2=O, predict the reaction product. The product is: [OH:1][C:2]1[C:3](=[O:18])[NH:4][C:5]2[C:10]([C:11]=1[C:12]([O:14][CH2:15][CH3:16])=[O:13])=[CH:9][C:8]([CH3:19])=[CH:7][CH:6]=2. (2) Given the reactants [N+:1]([C:4]1[CH:5]=[CH:6][C:7]2[CH2:13][CH2:12][CH2:11][CH2:10][N:9]([C:14](=[O:16])[CH3:15])[C:8]=2[CH:17]=1)([O-])=O, predict the reaction product. The product is: [NH2:1][C:4]1[CH:5]=[CH:6][C:7]2[CH2:13][CH2:12][CH2:11][CH2:10][N:9]([C:14](=[O:16])[CH3:15])[C:8]=2[CH:17]=1. (3) Given the reactants [CH:1]([NH:4][C:5]1[O:6][C:7]([C:10]2[CH:11]=[C:12]3[C:16](=[CH:17][CH:18]=2)[N:15](S(C2C=CC(C)=CC=2)(=O)=O)[CH:14]=[C:13]3B2OC(C)(C)C(C)(C)O2)=[N:8][N:9]=1)([CH3:3])[CH3:2].Br[C:39]1[S:40][C:41]([C:44]([NH:46][CH:47]2[CH2:49][CH2:48]2)=[O:45])=[CH:42][N:43]=1.ClC1SC(C(NC2CC2)=O)=CN=1.CC(C1C=C(C(C)C)C(C2C=CC=CC=2P(C2CCCCC2)C2CCCCC2)=C(C(C)C)C=1)C.P([O-])([O-])([O-])=O.[K+].[K+].[K+], predict the reaction product. The product is: [CH:47]1([NH:46][C:44]([C:41]2[S:40][C:39]([C:13]3[C:12]4[C:16](=[CH:17][CH:18]=[C:10]([C:7]5[O:6][C:5]([NH:4][CH:1]([CH3:2])[CH3:3])=[N:9][N:8]=5)[CH:11]=4)[NH:15][CH:14]=3)=[N:43][CH:42]=2)=[O:45])[CH2:48][CH2:49]1.